From a dataset of Reaction yield outcomes from USPTO patents with 853,638 reactions. Predict the reaction yield, written as a fraction of the theoretical maximum amount of product (1.0 means a 100% yield; for example, 0.34 means a 34% yield). (1) The reactants are Br[C:2]1[CH:7]=[CH:6][C:5]([Cl:8])=[CH:4][C:3]=1[CH2:9][CH2:10][S:11]([NH:14][C:15]1[CH:20]=[CH:19][CH:18]=[CH:17][C:16]=1[F:21])(=[O:13])=[O:12].C([O-])(=O)C.[Cs+]. The catalyst is CS(C)=O.C1C=CC=CC=1.C(OCC)C.[Cu]I. The product is [Cl:8][C:5]1[CH:6]=[CH:7][C:2]2[N:14]([C:15]3[CH:20]=[CH:19][CH:18]=[CH:17][C:16]=3[F:21])[S:11](=[O:13])(=[O:12])[CH2:10][CH2:9][C:3]=2[CH:4]=1. The yield is 0.820. (2) The reactants are Br[C:2]1[CH:3]=[CH:4][C:5]([N+:8]([O-:10])=[O:9])=[N:6][CH:7]=1.[CH2:11]([C@@H:13]1[NH:18][CH2:17][CH2:16][N:15]([C:19]([O:21][C:22]([CH3:25])([CH3:24])[CH3:23])=[O:20])[CH2:14]1)[CH3:12].CC1(C)C2C(=C(P(C3C=CC=CC=3)C3C=CC=CC=3)C=CC=2)OC2C(P(C3C=CC=CC=3)C3C=CC=CC=3)=CC=CC1=2.C(=O)([O-])[O-].[Cs+].[Cs+]. The catalyst is C1C=CC(/C=C/C(/C=C/C2C=CC=CC=2)=O)=CC=1.C1C=CC(/C=C/C(/C=C/C2C=CC=CC=2)=O)=CC=1.C1C=CC(/C=C/C(/C=C/C2C=CC=CC=2)=O)=CC=1.[Pd].[Pd].O1CCOCC1. The product is [CH2:11]([C@@H:13]1[N:18]([C:2]2[CH:7]=[N:6][C:5]([N+:8]([O-:10])=[O:9])=[CH:4][CH:3]=2)[CH2:17][CH2:16][N:15]([C:19]([O:21][C:22]([CH3:23])([CH3:25])[CH3:24])=[O:20])[CH2:14]1)[CH3:12]. The yield is 0.220. (3) The reactants are [CH3:1][C:2]([CH3:24])([CH3:23])/[CH:3]=[CH:4]/[C:5]1[CH:6]=[C:7]([C:19]([O:21]C)=[O:20])[N:8]([CH2:10][C:11]2[C:16]([CH3:17])=[CH:15][CH:14]=[CH:13][C:12]=2[CH3:18])[N:9]=1.[OH-].[Na+]. The product is [CH3:1][C:2]([CH3:24])([CH3:23])/[CH:3]=[CH:4]/[C:5]1[CH:6]=[C:7]([C:19]([OH:21])=[O:20])[N:8]([CH2:10][C:11]2[C:16]([CH3:17])=[CH:15][CH:14]=[CH:13][C:12]=2[CH3:18])[N:9]=1. The yield is 0.690. The catalyst is C1COCC1. (4) The reactants are [Cl:1][C:2]1[C:3]([O:12][C:13]2[CH:18]=[C:17]([O:19][CH2:20][CH2:21][O:22][CH3:23])[CH:16]=[CH:15][C:14]=2[CH2:24][CH2:25][CH2:26][NH2:27])=[N:4][CH:5]=[C:6]([C:8]([F:11])([F:10])[F:9])[CH:7]=1.N1C=CC=CC=1.[C:34]1([CH2:40][CH2:41][CH2:42][S:43](Cl)(=[O:45])=[O:44])[CH:39]=[CH:38][CH:37]=[CH:36][CH:35]=1.Cl. The catalyst is C(OCC)(=O)C. The product is [Cl:1][C:2]1[C:3]([O:12][C:13]2[CH:18]=[C:17]([O:19][CH2:20][CH2:21][O:22][CH3:23])[CH:16]=[CH:15][C:14]=2[CH2:24][CH2:25][CH2:26][NH:27][S:43]([CH2:42][CH2:41][CH2:40][C:34]2[CH:39]=[CH:38][CH:37]=[CH:36][CH:35]=2)(=[O:45])=[O:44])=[N:4][CH:5]=[C:6]([C:8]([F:9])([F:11])[F:10])[CH:7]=1. The yield is 0.260.